From a dataset of Experimentally validated miRNA-target interactions with 360,000+ pairs, plus equal number of negative samples. Binary Classification. Given a miRNA mature sequence and a target amino acid sequence, predict their likelihood of interaction. (1) The miRNA is hsa-miR-514b-5p with sequence UUCUCAAGAGGGAGGCAAUCAU. The protein sequence of the target gene is MAEVQQLRVQEAVDAMVKSVERENIRKMQGLMFRCSANCCEDTQASMQQVHQCIERCHAPLAQAQALVTSELERFQDRLARCTMHCNDKAKDSMDAGTKELQVKRQLDSCVTKCVDDHMHLIPTMTKKMKESLSSIGK. Result: 0 (no interaction). (2) The miRNA is hsa-miR-548u with sequence CAAAGACUGCAAUUACUUUUGCG. Result: 1 (interaction). The protein sequence of the target gene is MAAAVAAAGRLGWLFAALCLGNAAGEAAPGPRVLGFCLEEDGAAGAGWVRGGAARDTPDATFLLRLFGPGFANSSWSWVAPEGAGCREEAASPAGEWRALLRLRLRAEAVRPHSALLAVRVEPGGGAAEEAAPPWALGLGAAGLLALAALARGLQLSALALAPAEVQVLRESGSEAERAAARRLEPARRWAGCALGALLLLASLAQAALAVLLYRAAGQRAVPAVLGSAGLVFLVGEVVPAAVSGRWTLALAPRALGLSRLAVLLTLPVALPVGQLLELAARPGRLRERVLELARGGGDP.... (3) The miRNA is hsa-miR-513c-3p with sequence UAAAUUUCACCUUUCUGAGAAGA. The protein sequence of the target gene is MACRGGAGNGHRASATLSRVSPGSLYTCRTRTHNICMVSDFFYPNMGGVESHIYQLSQCLIERGHKVIIVTHAYGNRKGIRYLTSGLKVYYLPLKVMYNQSTATTLFHSLPLLRYIFVRERVTIIHSHSSFSAMAHDALFHAKTMGLQTVFTDHSLFGFADVSSVLTNKLLTVSLCDTNHIICVSYTSKENTVLRAALNPEIVSVIPNAVDPTDFTPDPFRRHDSITIVVVSRLVYRKGIDLLSGIIPELCQKYPDLNFIIGGEGPKRIILEEVRERYQLHDRVRLLGALEHKDVRNVLV.... Result: 1 (interaction).